From a dataset of CYP2D6 inhibition data for predicting drug metabolism from PubChem BioAssay. Regression/Classification. Given a drug SMILES string, predict its absorption, distribution, metabolism, or excretion properties. Task type varies by dataset: regression for continuous measurements (e.g., permeability, clearance, half-life) or binary classification for categorical outcomes (e.g., BBB penetration, CYP inhibition). Dataset: cyp2d6_veith. (1) The drug is O=C(c1cc(C(F)(F)F)cc(C(F)(F)F)c1)N1CCC2(CC1)CCN(c1ccncc1)CC2. The result is 1 (inhibitor). (2) The drug is CCNc1ncc2nc(-c3ccccc3)c(=O)n(C)c2n1. The result is 0 (non-inhibitor). (3) The drug is C/C(=C/C(=O)NCc1ccccc1)C(=O)O. The result is 0 (non-inhibitor). (4) The result is 0 (non-inhibitor). The drug is COc1ccc(-n2c(=O)c(-c3cn(C)c4ccccc34)nc3cnc(N4CCOCC4)nc32)cc1. (5) The molecule is COCC(=O)N1CCC2(CCCN(C(c3ccccc3)c3ccccc3)C2)CC1. The result is 0 (non-inhibitor). (6) The compound is CCn1c(=O)c2c(O)cc(=O)oc2c2ccccc21. The result is 0 (non-inhibitor).